Dataset: Reaction yield outcomes from USPTO patents with 853,638 reactions. Task: Predict the reaction yield, written as a fraction of the theoretical maximum amount of product (1.0 means a 100% yield; for example, 0.34 means a 34% yield). (1) The reactants are Cl[C:2]1[C:7]([C:8]([F:11])([F:10])[F:9])=[CH:6][N:5]=[C:4]([NH:12][C:13]2[CH:18]=[CH:17][C:16]([P:19]([CH3:22])([CH3:21])=[O:20])=[CH:15][CH:14]=2)[N:3]=1.Cl.[CH3:24][C:25]1[CH:26]=[C:27]([CH:29]=[C:30]([CH3:32])[CH:31]=1)[NH2:28]. The catalyst is C(O)C.CO. The product is [CH3:24][C:25]1[CH:26]=[C:27]([NH:28][C:2]2[C:7]([C:8]([F:11])([F:10])[F:9])=[CH:6][N:5]=[C:4]([NH:12][C:13]3[CH:18]=[CH:17][C:16]([P:19]([CH3:22])([CH3:21])=[O:20])=[CH:15][CH:14]=3)[N:3]=2)[CH:29]=[C:30]([CH3:32])[CH:31]=1. The yield is 0.650. (2) The product is [C:1]([O:5][C:6](=[O:23])[C:7]1[CH:12]=[CH:11][C:10]([N:13]2[CH2:18][CH2:17][N:16]([CH3:19])[CH2:15][CH2:14]2)=[CH:9][C:8]=1[NH2:20])([CH3:4])([CH3:2])[CH3:3]. The catalyst is [Pd].C(O)C. The reactants are [C:1]([O:5][C:6](=[O:23])[C:7]1[CH:12]=[CH:11][C:10]([N:13]2[CH2:18][CH2:17][N:16]([CH3:19])[CH2:15][CH2:14]2)=[CH:9][C:8]=1[N+:20]([O-])=O)([CH3:4])([CH3:3])[CH3:2]. The yield is 0.950. (3) The reactants are COC1C=CC([CH2:7][N:8](C)[C:9]2[CH:18]=[C:17]3[C:12]([CH:13]=[C:14]([C:26]4[CH:31]=[CH:30][C:29]([F:32])=[C:28]([NH2:33])[CH:27]=4)[C:15](=[O:25])[N:16]3[C:19]3[CH:24]=[CH:23][CH:22]=[CH:21][CH:20]=3)=[CH:11][N:10]=2)=CC=1.C(C(O)=O)(F)(F)F. The catalyst is C(Cl)Cl. The product is [NH2:33][C:28]1[CH:27]=[C:26]([C:14]2[C:15](=[O:25])[N:16]([C:19]3[CH:24]=[CH:23][CH:22]=[CH:21][CH:20]=3)[C:17]3[C:12]([CH:13]=2)=[CH:11][N:10]=[C:9]([NH:8][CH3:7])[CH:18]=3)[CH:31]=[CH:30][C:29]=1[F:32]. The yield is 0.450.